Dataset: Full USPTO retrosynthesis dataset with 1.9M reactions from patents (1976-2016). Task: Predict the reactants needed to synthesize the given product. Given the product [NH2:8][C:9]1[CH:14]=[CH:13][CH:12]=[C:11]([O:15][CH2:16][CH2:17][C:18]2[CH:19]=[CH:20][C:21]([C:24]#[N:25])=[CH:22][CH:23]=2)[C:10]=1[CH3:26], predict the reactants needed to synthesize it. The reactants are: C(OC([NH:8][C:9]1[CH:14]=[CH:13][CH:12]=[C:11]([O:15][CH2:16][CH2:17][C:18]2[CH:23]=[CH:22][C:21]([C:24]#[N:25])=[CH:20][CH:19]=2)[C:10]=1[CH3:26])=O)(C)(C)C.